From a dataset of Reaction yield outcomes from USPTO patents with 853,638 reactions. Predict the reaction yield, written as a fraction of the theoretical maximum amount of product (1.0 means a 100% yield; for example, 0.34 means a 34% yield). (1) The reactants are CS[C:3]1[O:4][C:5]2[CH:6]=[N:7][CH:8]=[CH:9][C:10]=2[N:11]=1.[C:12]([O:16][C:17]([N:19]1[CH2:24][CH2:23][CH:22]([NH2:25])[CH2:21][CH2:20]1)=[O:18])([CH3:15])([CH3:14])[CH3:13].C(=O)([O-])O.[Na+]. The catalyst is CN(C=O)C. The product is [C:12]([O:16][C:17]([N:19]1[CH2:24][CH2:23][CH:22]([NH:25][C:3]2[O:4][C:5]3[CH:6]=[N:7][CH:8]=[CH:9][C:10]=3[N:11]=2)[CH2:21][CH2:20]1)=[O:18])([CH3:15])([CH3:13])[CH3:14]. The yield is 0.760. (2) The reactants are [CH3:1][CH:2]1[CH2:8][CH2:7][CH2:6][CH:5]([CH3:9])[O:4][C:3]1=[O:10].I.NC(N)=[S:14].[OH-].[Na+]. The catalyst is O. The product is [SH:14][CH:5]([CH3:9])[CH2:6][CH2:7][CH2:8][CH:2]([CH3:1])[C:3]([OH:4])=[O:10]. The yield is 0.920. (3) The catalyst is O. The yield is 1.00. The reactants are CC(=O)CC.[OH:6][C:7]1[C:16]([CH2:17][CH2:18][CH3:19])=[C:15]2[C:10]([C:11]([C:21]([F:24])([F:23])[F:22])=[CH:12][C:13](=[O:20])[O:14]2)=[CH:9][CH:8]=1.Br[CH2:26][CH2:27][CH2:28][CH2:29][N:30]1[C:34](=[O:35])[C:33]([CH3:37])([CH3:36])[N:32]([CH3:38])[C:31]1=[O:39].C(=O)([O-])[O-].[K+].[K+]. The product is [CH3:38][N:32]1[C:33]([CH3:37])([CH3:36])[C:34](=[O:35])[N:30]([CH2:29][CH2:28][CH2:27][CH2:26][O:6][C:7]2[C:16]([CH2:17][CH2:18][CH3:19])=[C:15]3[C:10]([C:11]([C:21]([F:24])([F:22])[F:23])=[CH:12][C:13](=[O:20])[O:14]3)=[CH:9][CH:8]=2)[C:31]1=[O:39]. (4) The reactants are C([O:3][C:4]([C:6]1[CH:11]=[C:10]([CH3:12])[N:9]=[C:8]([C:13]([F:16])([F:15])[F:14])[N:7]=1)=[O:5])C.[OH-].[Na+].Cl. The catalyst is O1CCOCC1. The product is [CH3:12][C:10]1[N:9]=[C:8]([C:13]([F:16])([F:14])[F:15])[N:7]=[C:6]([C:4]([OH:5])=[O:3])[CH:11]=1. The yield is 0.960. (5) The reactants are [CH2:1]([N:6]1[C:14]2[N:13]=[CH:12][NH:11][C:10]=2[C:9](=[O:15])[N:8]2[N:16]=[N:17][N:18]=[C:7]12)[CH2:2][CH2:3][CH2:4][CH3:5].C1C(=O)N([Br:26])C(=O)C1. The catalyst is C1COCC1. The product is [Br:26][C:12]1[NH:11][C:10]2[C:9](=[O:15])[N:8]3[N:16]=[N:17][N:18]=[C:7]3[N:6]([CH2:1][CH2:2][CH2:3][CH2:4][CH3:5])[C:14]=2[N:13]=1. The yield is 0.137. (6) The reactants are [Br:1][C:2]1[CH:7]=[CH:6][C:5]([S:8](Cl)(=[O:10])=[O:9])=[C:4]([O:12][C:13]([F:16])([F:15])[F:14])[CH:3]=1.[CH3:17][N:18]1[CH2:23][CH2:22][NH:21][CH2:20][CH2:19]1. No catalyst specified. The product is [Br:1][C:2]1[CH:7]=[CH:6][C:5]([S:8]([N:21]2[CH2:22][CH2:23][N:18]([CH3:17])[CH2:19][CH2:20]2)(=[O:10])=[O:9])=[C:4]([O:12][C:13]([F:16])([F:15])[F:14])[CH:3]=1. The yield is 0.960. (7) The reactants are [F:1][C:2]1[CH:11]=[CH:10][CH:9]=[C:8]([F:12])[C:3]=1[C:4](=[N:6][OH:7])Cl.CO[C:15](=O)[C:16]#CC.C(N(CC)CC)C. The catalyst is C(OCC)C. The product is [F:1][C:2]1[CH:11]=[CH:10][CH:9]=[C:8]([F:12])[C:3]=1[C:4]1[CH:16]=[CH:15][O:7][N:6]=1. The yield is 0.610. (8) The reactants are [CH3:1][C:2]1[CH:3]=[N:4][CH:5]=[C:6]([CH:16]=1)[C:7]([NH:9][CH:10]1[CH2:15][CH2:14][NH:13][CH2:12][CH2:11]1)=[O:8].[CH2:17]([O:19][C:20]1[CH:21]=[C:22]([CH:25]=[CH:26][C:27]=1[OH:28])[CH:23]=O)[CH3:18]. No catalyst specified. The product is [CH2:17]([O:19][C:20]1[CH:21]=[C:22]([CH:25]=[CH:26][C:27]=1[OH:28])[CH2:23][N:13]1[CH2:12][CH2:11][CH:10]([NH:9][C:7](=[O:8])[C:6]2[CH:16]=[C:2]([CH3:1])[CH:3]=[N:4][CH:5]=2)[CH2:15][CH2:14]1)[CH3:18]. The yield is 1.00.